This data is from Catalyst prediction with 721,799 reactions and 888 catalyst types from USPTO. The task is: Predict which catalyst facilitates the given reaction. (1) Reactant: C(OC(=O)CP(OC)(OC)=O)C1C=CC=CC=1.[H-].[Na+].COC(=O)C1C=CC(C(=O)CC)=CC=1.[CH3:34][O:35][C:36](=[O:57])[C:37]1[CH:42]=[CH:41][C:40](/[C:43](/[CH2:46][C:47]([O:49][CH2:50][C:51]2[CH:56]=[CH:55][CH:54]=[CH:53][CH:52]=2)=[O:48])=[CH:44]/[CH3:45])=[CH:39][CH:38]=1. Product: [CH3:34][O:35][C:36](=[O:57])[C:37]1[CH:38]=[CH:39][C:40]([C:43](=[CH:46][C:47]([O:49][CH2:50][C:51]2[CH:52]=[CH:53][CH:54]=[CH:55][CH:56]=2)=[O:48])[CH2:44][CH3:45])=[CH:41][CH:42]=1. The catalyst class is: 9. (2) Reactant: [C:1]([NH:4][C:5]1[C:6]([I:29])=[C:7]([C:21]([NH:23][CH2:24][CH:25]([OH:28])[CH2:26][OH:27])=[O:22])[C:8]([I:20])=[C:9]([C:18]=1[I:19])[C:10]([NH:12][CH2:13][CH:14]([OH:17])[CH2:15][OH:16])=[O:11])(=[O:3])[CH3:2].[OH-:30].[K+].B(O)(O)O.[CH2:36]1[O:38][CH:37]1[CH2:39][N:40]1[C:47](=[O:48])[N:46]([CH2:49][CH:50]2[O:52][CH2:51]2)[C:44](=O)[N:43]([CH2:53][CH:54]2[O:56][CH2:55]2)[C:41]1=[O:42].Cl.[OH2:58]. Product: [C:1]([N:4]([C:5]1[C:6]([I:29])=[C:7]([C:21](=[O:22])[NH:23][CH2:24][CH:25]([OH:28])[CH2:26][OH:27])[C:8]([I:20])=[C:9]([C:10](=[O:11])[NH:12][CH2:13][CH:14]([OH:17])[CH2:15][OH:16])[C:18]=1[I:19])[CH2:51][CH:50]([OH:52])[CH2:49][N:46]1[C:44](=[O:58])[N:43]([CH2:53][CH:54]([OH:56])[CH2:55][N:4]([C:1](=[O:3])[CH3:2])[C:5]2[C:6]([I:29])=[C:7]([C:21](=[O:22])[NH:23][CH2:24][CH:25]([OH:28])[CH2:26][OH:27])[C:8]([I:20])=[C:9]([C:10](=[O:11])[NH:12][CH2:13][CH:14]([OH:17])[CH2:15][OH:16])[C:18]=2[I:19])[C:41](=[O:42])[N:40]([CH2:39][CH:37]([OH:38])[CH2:36][N:4]([C:1](=[O:3])[CH3:2])[C:5]2[C:6]([I:29])=[C:7]([C:21](=[O:22])[NH:23][CH2:24][CH:25]([OH:28])[CH2:26][OH:27])[C:8]([I:20])=[C:9]([C:10](=[O:11])[NH:12][CH2:13][CH:14]([OH:17])[CH2:15][OH:16])[C:18]=2[I:19])[C:47]1=[O:48])(=[O:30])[CH3:2]. The catalyst class is: 5. (3) Reactant: [N+:1]([C:4]1[CH:5]=[C:6]([S:10](Cl)(=[O:12])=[O:11])[CH:7]=[CH:8][CH:9]=1)([O-:3])=[O:2].[NH2:14][C:15]1[CH:16]=[C:17]2[C:21](=[CH:22][CH:23]=1)[NH:20][N:19]=[C:18]2[C:24]1[CH:29]=[CH:28][CH:27]=[CH:26][CH:25]=1.N1C=CC=CC=1. Product: [N+:1]([C:4]1[CH:5]=[C:6]([S:10]([NH:14][C:15]2[CH:16]=[C:17]3[C:21](=[CH:22][CH:23]=2)[NH:20][N:19]=[C:18]3[C:24]2[CH:29]=[CH:28][CH:27]=[CH:26][CH:25]=2)(=[O:12])=[O:11])[CH:7]=[CH:8][CH:9]=1)([O-:3])=[O:2]. The catalyst class is: 299. (4) Reactant: [NH:1](/[C:8](/[NH:21][CH:22]([CH3:24])[CH3:23])=[CH:9]\[C:10]([C:12]1[C:13](Cl)=[N:14][C:15]([Cl:19])=[C:16]([F:18])[CH:17]=1)=[O:11])[C:2]1[CH:7]=[CH:6][CH:5]=[CH:4][CH:3]=1.[H-].[Na+]. Product: [Cl:19][C:15]1[N:14]=[C:13]2[C:12]([C:10](=[O:11])[CH:9]=[C:8]([NH:21][CH:22]([CH3:24])[CH3:23])[N:1]2[C:2]2[CH:7]=[CH:6][CH:5]=[CH:4][CH:3]=2)=[CH:17][C:16]=1[F:18]. The catalyst class is: 18. (5) Reactant: [Cl:1][C:2]1[C:3]([F:42])=[C:4]([C@@H:8]2[C@:12]([C:15]3[CH:20]=[CH:19][C:18]([Cl:21])=[CH:17][C:16]=3[F:22])([C:13]#[N:14])[C@H:11]([CH2:23][C:24]([CH3:27])([CH3:26])[CH3:25])[NH:10][C@H:9]2[C:28]([NH:30][C:31]2[CH:39]=[CH:38][C:34]([C:35](O)=[O:36])=[C:33]([O:40][CH3:41])[CH:32]=2)=[O:29])[CH:5]=[CH:6][CH:7]=1.C[N:44](C(ON1N=NC2C=CC=NC1=2)=[N+](C)C)C.F[P-](F)(F)(F)(F)F.CCN(C(C)C)C(C)C.N. Product: [C:35]([C:34]1[CH:38]=[CH:39][C:31]([NH:30][C:28]([C@H:9]2[C@H:8]([C:4]3[CH:5]=[CH:6][CH:7]=[C:2]([Cl:1])[C:3]=3[F:42])[C@:12]([C:15]3[CH:20]=[CH:19][C:18]([Cl:21])=[CH:17][C:16]=3[F:22])([C:13]#[N:14])[C@H:11]([CH2:23][C:24]([CH3:25])([CH3:26])[CH3:27])[NH:10]2)=[O:29])=[CH:32][C:33]=1[O:40][CH3:41])(=[O:36])[NH2:44]. The catalyst class is: 61.